Dataset: Catalyst prediction with 721,799 reactions and 888 catalyst types from USPTO. Task: Predict which catalyst facilitates the given reaction. Reactant: [NH2:1][C:2]1[CH:18]=[CH:17][C:5]([O:6][C:7]2[CH:12]=[CH:11][N:10]=[C:9]([NH2:13])[C:8]=2[N+:14]([O-:16])=[O:15])=[CH:4][CH:3]=1.[Cl:19][C:20]1[CH:25]=[CH:24][C:23]([N:26]=[C:27]=[O:28])=[CH:22][C:21]=1[C:29]([F:32])([F:31])[F:30]. Product: [NH2:13][C:9]1[C:8]([N+:14]([O-:16])=[O:15])=[C:7]([O:6][C:5]2[CH:17]=[CH:18][C:2]([NH:1][C:27]([NH:26][C:23]3[CH:24]=[CH:25][C:20]([Cl:19])=[C:21]([C:29]([F:31])([F:30])[F:32])[CH:22]=3)=[O:28])=[CH:3][CH:4]=2)[CH:12]=[CH:11][N:10]=1. The catalyst class is: 2.